From a dataset of Peptide-MHC class II binding affinity with 134,281 pairs from IEDB. Regression. Given a peptide amino acid sequence and an MHC pseudo amino acid sequence, predict their binding affinity value. This is MHC class II binding data. The peptide sequence is SVKRSNGSAEVHRGA. The MHC is DRB1_0901 with pseudo-sequence DRB1_0901. The binding affinity (normalized) is 0.149.